From a dataset of Reaction yield outcomes from USPTO patents with 853,638 reactions. Predict the reaction yield, written as a fraction of the theoretical maximum amount of product (1.0 means a 100% yield; for example, 0.34 means a 34% yield). The reactants are [F:1][C:2]1[CH:11]=[C:10]([F:12])[CH:9]=[C:8]2[C:3]=1[CH:4]=[CH:5][C:6]([C:13](=O)[CH3:14])=[CH:7]2.C([O-])(=O)C.[NH4+].C([BH3-])#[N:22].[Na+]. The catalyst is CO. The product is [F:1][C:2]1[CH:11]=[C:10]([F:12])[CH:9]=[C:8]2[C:3]=1[CH:4]=[CH:5][C:6]([CH:13]([NH2:22])[CH3:14])=[CH:7]2. The yield is 0.380.